Dataset: Catalyst prediction with 721,799 reactions and 888 catalyst types from USPTO. Task: Predict which catalyst facilitates the given reaction. (1) Reactant: CON(C)[C:4]([C:6]1[C:15](=[O:16])[C:14]2[C:9](=[CH:10][CH:11]=[CH:12][CH:13]=2)[N:8]([CH2:17][C:18]2[CH:23]=[CH:22][CH:21]=[C:20]([Br:24])[N:19]=2)[CH:7]=1)=[O:5].[Cl:26][C:27]1[CH:32]=[CH:31][C:30]([Mg]Br)=[CH:29][CH:28]=1. Product: [Br:24][C:20]1[N:19]=[C:18]([CH2:17][N:8]2[C:9]3[C:14](=[CH:13][CH:12]=[CH:11][CH:10]=3)[C:15](=[O:16])[C:6]([C:4](=[O:5])[C:30]3[CH:31]=[CH:32][C:27]([Cl:26])=[CH:28][CH:29]=3)=[CH:7]2)[CH:23]=[CH:22][CH:21]=1. The catalyst class is: 1. (2) Reactant: [N:1]([C@@H:4]1[CH2:9][C@H:8]2[C@H:10]3[C@H:19]([CH2:20][CH2:21][C@:6]2([CH3:7])[C@H:5]1[OH:24])[C:18]1[CH:17]=[CH:16][C:15]([O:22][CH3:23])=[CH:14][C:13]=1[CH2:12][CH2:11]3)=[N+:2]=[N-:3]. Product: [N:1]([C@@H:4]1[CH2:9][C@H:8]2[C@H:10]3[C@H:19]([CH2:20][CH2:21][C@:6]2([CH3:7])[C@@H:5]1[OH:24])[C:18]1[CH:17]=[CH:16][C:15]([O:22][CH3:23])=[CH:14][C:13]=1[CH2:12][CH2:11]3)=[N+:2]=[N-:3]. The catalyst class is: 21.